This data is from Reaction yield outcomes from USPTO patents with 853,638 reactions. The task is: Predict the reaction yield, written as a fraction of the theoretical maximum amount of product (1.0 means a 100% yield; for example, 0.34 means a 34% yield). (1) The reactants are [CH2:1]([CH:4]([CH2:18][CH2:19][CH2:20][CH2:21][CH2:22][CH3:23])[C:5]([NH:7][C@@H:8]([C:10]1[CH:15]=[CH:14][CH:13]=[C:12]([O:16][CH3:17])[CH:11]=1)[CH3:9])=[O:6])[CH:2]=[CH2:3].[H-].[Na+].[C:26](Cl)(=[O:30])[O:27][CH2:28][CH3:29].Cl. The catalyst is CN(C=O)C.CCCCCC. The product is [CH2:28]([O:27][C:26]([N:7]([C@@H:8]([C:10]1[CH:15]=[CH:14][CH:13]=[C:12]([O:16][CH3:17])[CH:11]=1)[CH3:9])[C:5](=[O:6])[CH:4]([CH2:1][CH:2]=[CH2:3])[CH2:18][CH2:19][CH2:20][CH2:21][CH2:22][CH3:23])=[O:30])[CH3:29]. The yield is 0.460. (2) The reactants are [CH3:1][O:2][C:3]1[CH:15]=[C:14]([O:16][CH3:17])[CH:13]=[CH:12][C:4]=1[CH2:5][NH:6][C:7]1[S:8][CH:9]=[CH:10][N:11]=1.C[Si]([N-][Si](C)(C)C)(C)C.[Li+].[Cl:28][C:29]1[C:38]2[C:33](=[CH:34][C:35]([S:39](OC3C(F)=C(F)C(F)=C(F)C=3F)(=[O:41])=[O:40])=[CH:36][CH:37]=2)[CH:32]=[N:31][N:30]=1.C(=O)=O.CC(C)=O. The catalyst is C1COCC1.[Cl-].[NH4+].CCOC(C)=O. The product is [Cl:28][C:29]1[C:38]2[C:33](=[CH:34][C:35]([S:39]([N:6]([CH2:5][C:4]3[CH:12]=[CH:13][C:14]([O:16][CH3:17])=[CH:15][C:3]=3[O:2][CH3:1])[C:7]3[S:8][CH:9]=[CH:10][N:11]=3)(=[O:41])=[O:40])=[CH:36][CH:37]=2)[CH:32]=[N:31][N:30]=1. The yield is 0.357. (3) The reactants are [CH3:1][O:2][C:3]1[CH:8]=[C:7]([N+:9]([O-])=O)[CH:6]=[CH:5][C:4]=1[C:12]1[S:13][C:14]2[CH:20]=[C:19]([O:21][CH3:22])[CH:18]=[CH:17][C:15]=2[N:16]=1.O.O.[Sn](Cl)Cl. The catalyst is CCO. The product is [NH2:9][C:7]1[CH:6]=[CH:5][C:4]([C:12]2[S:13][C:14]3[CH:20]=[C:19]([O:21][CH3:22])[CH:18]=[CH:17][C:15]=3[N:16]=2)=[C:3]([O:2][CH3:1])[CH:8]=1. The yield is 0.890. (4) The reactants are [CH2:1]([O:8][CH2:9][CH2:10][CH2:11][C:12]1[CH:13]=[N+:14]([O-])[CH:15]=[CH:16][CH:17]=1)[C:2]1[CH:7]=[CH:6][CH:5]=[CH:4][CH:3]=1.P(Br)(Br)(Br)=O.C(=O)(O)[O-].[Na+].BrC1C=CC(CCCOCC2C=CC=CC=2)=CN=1.BrC1C(CCCOCC2C=CC=CC=2)=CC=CN=1.[CH2:65]([N:67]1[CH2:72][CH2:71][N:70]([C:73]2[C:82]3[C:77](=[CH:78][CH:79]=[CH:80][CH:81]=3)[CH:76]=[C:75](Br)[N:74]=2)[CH2:69][CH2:68]1)[CH3:66]. The catalyst is C(Cl)Cl.O. The product is [CH2:65]([N:67]1[CH2:68][CH2:69][N:70]([C:73]2[C:82]3[C:77](=[CH:78][CH:79]=[CH:80][CH:81]=3)[CH:76]=[C:75]([C:15]3[CH:16]=[CH:17][C:12]([CH2:11][CH2:10][CH2:9][O:8][CH2:1][C:2]4[CH:7]=[CH:6][CH:5]=[CH:4][CH:3]=4)=[CH:13][N:14]=3)[N:74]=2)[CH2:71][CH2:72]1)[CH3:66]. The yield is 0.330. (5) The reactants are Cl[C:2]1[CH:7]=[C:6]([NH:8][C:9]2[CH:19]=[CH:18][CH:17]=[CH:16][C:10]=2[C:11]([NH:13][O:14][CH3:15])=[O:12])[C:5]([Cl:20])=[CH:4][N:3]=1.[CH3:21][N:22]1[CH:26]=[C:25]([NH2:27])[C:24]([CH3:28])=[N:23]1.C(=O)([O-])[O-].[Cs+].[Cs+].C1C=CC(P(C2C(C3C(P(C4C=CC=CC=4)C4C=CC=CC=4)=CC=C4C=3C=CC=C4)=C3C(C=CC=C3)=CC=2)C2C=CC=CC=2)=CC=1. The catalyst is C([O-])(=O)C.[Pd+2].C([O-])(=O)C.O1CCOCC1.C1COCC1. The product is [Cl:20][C:5]1[C:6]([NH:8][C:9]2[CH:19]=[CH:18][CH:17]=[CH:16][C:10]=2[C:11]([NH:13][O:14][CH3:15])=[O:12])=[CH:7][C:2]([NH:27][C:25]2[C:24]([CH3:28])=[N:23][N:22]([CH3:21])[CH:26]=2)=[N:3][CH:4]=1. The yield is 0.180.